From a dataset of Forward reaction prediction with 1.9M reactions from USPTO patents (1976-2016). Predict the product of the given reaction. (1) Given the reactants [CH2:1]([O:3][C:4](=[O:13])[C:5]1[CH:10]=[C:9]([CH3:11])[N:8]=[C:7](Cl)[CH:6]=1)[CH3:2].[C:14]1(P(C2C=CC=CC=2)C2C=CC=CC=2)[CH:19]=CC=C[CH:15]=1.[C:33]([O-])([O-])=O.[K+].[K+].N#N, predict the reaction product. The product is: [CH2:1]([O:3][C:4](=[O:13])[C:5]1[CH:10]=[C:9]([CH:11]=[C:14]([CH3:19])[CH3:15])[N:8]=[C:7]([CH3:33])[CH:6]=1)[CH3:2]. (2) Given the reactants C([NH:4][C:5]([CH2:25][OH:26])([CH2:8][CH:9]([C:11]1[CH:16]=[CH:15][C:14]([CH2:17][CH2:18][CH2:19][CH2:20][CH2:21][CH2:22][CH2:23][CH3:24])=[CH:13][CH:12]=1)[OH:10])[CH2:6][OH:7])(=O)C.[Li+].[OH-], predict the reaction product. The product is: [NH2:4][C:5]([CH2:8][CH:9]([OH:10])[C:11]1[CH:12]=[CH:13][C:14]([CH2:17][CH2:18][CH2:19][CH2:20][CH2:21][CH2:22][CH2:23][CH3:24])=[CH:15][CH:16]=1)([CH2:6][OH:7])[CH2:25][OH:26]. (3) Given the reactants [OH:1][C:2]1[CH:10]=[CH:9][C:5]([C:6]([OH:8])=[O:7])=[CH:4][CH:3]=1.[CH:11]1([CH3:23])[CH2:16][CH2:15][CH:14]([CH:17]([CH3:19])[CH3:18])[CH:13]([O:20][CH2:21]Cl)[CH2:12]1.C(N(CC)CC)C.CC(C)=O, predict the reaction product. The product is: [OH:1][C:2]1[CH:10]=[CH:9][C:5]([C:6]([O:8][CH2:21][O:20][C@@H:13]2[CH2:12][C@H:11]([CH3:23])[CH2:16][CH2:15][C@H:14]2[CH:17]([CH3:19])[CH3:18])=[O:7])=[CH:4][CH:3]=1. (4) Given the reactants [C:1]([C:3]1[CH:8]=[CH:7][C:6]([CH:9]2[C:18]3[C:17](=[O:19])[CH2:16][CH2:15][CH2:14][C:13]=3[N:12]([C:20]3[CH:25]=[CH:24][CH:23]=[C:22]([C:26]([F:29])([F:28])[F:27])[CH:21]=3)[C:11](=[O:30])[N:10]2[C:31]([O:33]C2C=CC([N+]([O-])=O)=CC=2)=O)=[CH:5][CH:4]=1)#[N:2].[CH3:43][NH:44][CH3:45], predict the reaction product. The product is: [C:1]([C:3]1[CH:8]=[CH:7][C:6]([CH:9]2[C:18]3[C:17](=[O:19])[CH2:16][CH2:15][CH2:14][C:13]=3[N:12]([C:20]3[CH:25]=[CH:24][CH:23]=[C:22]([C:26]([F:27])([F:28])[F:29])[CH:21]=3)[C:11](=[O:30])[N:10]2[C:31]([N:44]([CH3:45])[CH3:43])=[O:33])=[CH:5][CH:4]=1)#[N:2]. (5) Given the reactants [Br:1][C:2]1[CH:17]=[C:16]([CH3:18])[C:5]([NH:6][C:7]2[CH:12]=[CH:11][CH:10]=[CH:9][C:8]=2[N+:13]([O-])=O)=[C:4]([CH3:19])[CH:3]=1.[BH4-].[Na+], predict the reaction product. The product is: [Br:1][C:2]1[CH:3]=[C:4]([CH3:19])[C:5]([NH:6][C:7]2[C:8]([NH2:13])=[CH:9][CH:10]=[CH:11][CH:12]=2)=[C:16]([CH3:18])[CH:17]=1. (6) The product is: [Br:1][C:2]1[CH:7]=[CH:6][C:5]([C:8]2[O:12][N:11]=[C:10]([CH3:13])[C:9]=2[CH2:14][N:17]([CH3:16])[CH2:18][CH2:19][C:20]2[CH:25]=[CH:24][CH:23]=[CH:22][CH:21]=2)=[CH:4][CH:3]=1. Given the reactants [Br:1][C:2]1[CH:7]=[CH:6][C:5]([C:8]2[O:12][N:11]=[C:10]([CH3:13])[C:9]=2[CH:14]=O)=[CH:4][CH:3]=1.[CH3:16][NH:17][CH2:18][CH2:19][C:20]1[CH:25]=[CH:24][CH:23]=[CH:22][CH:21]=1.[BH4-].[Na+].O, predict the reaction product. (7) Given the reactants Cl[CH2:2][CH:3]=[C:4]([CH3:21])[CH2:5][CH2:6][CH:7]=[C:8]([CH3:20])[CH2:9][CH2:10][CH:11]=[C:12]([CH3:19])[CH2:13][CH2:14][CH:15]=[C:16]([CH3:18])[CH3:17].[OH:22][CH2:23][CH:24]([CH2:26][OH:27])[OH:25], predict the reaction product. The product is: [CH3:21][C:4]([CH2:5][CH2:6][CH:7]=[C:8]([CH3:20])[CH2:9][CH2:10][CH:11]=[C:12]([CH3:19])[CH2:13][CH2:14][CH:15]=[C:16]([CH3:18])[CH3:17])=[CH:3][CH2:2][O:22][CH2:23][CH:24]([CH2:26][OH:27])[OH:25]. (8) Given the reactants [CH:1]([C:4]1[N:8]2[C:9]([CH3:17])=[CH:10][CH:11]=[C:12]([C:13]([O:15]C)=[O:14])[C:7]2=[N:6][N:5]=1)([CH3:3])[CH3:2].[OH-].[Na+].Cl, predict the reaction product. The product is: [CH:1]([C:4]1[N:8]2[C:9]([CH3:17])=[CH:10][CH:11]=[C:12]([C:13]([OH:15])=[O:14])[C:7]2=[N:6][N:5]=1)([CH3:3])[CH3:2]. (9) Given the reactants [Br:1][C:2]1[CH:7]=[CH:6][C:5]([OH:8])=[CH:4][CH:3]=1.C[O-].[Na+].[N:12]1[CH:17]=[CH:16][CH:15]=[C:14]2[C:18](=[O:21])[O:19][CH2:20][C:13]=12.Cl, predict the reaction product. The product is: [Br:1][C:2]1[CH:7]=[CH:6][C:5]([O:8][CH2:20][C:13]2[N:12]=[CH:17][CH:16]=[CH:15][C:14]=2[C:18]([OH:21])=[O:19])=[CH:4][CH:3]=1.